Dataset: Forward reaction prediction with 1.9M reactions from USPTO patents (1976-2016). Task: Predict the product of the given reaction. Given the reactants NC1N=C(Cl)C(CC(OCC)=O)=C(Cl)N=1.ClC1C(CN)=NC=C(C(F)(F)F)C=1.CCN(C(C)C)C(C)C.[NH2:38][C:39]1[N:44]=[C:43]([Cl:45])[C:42]([CH2:46][C:47]([O:49]CC)=O)=[C:41]([NH:52][CH2:53][C:54]2[C:59]([Cl:60])=[CH:58][C:57]([C:61]([F:64])([F:63])[F:62])=[CH:56][N:55]=2)[N:40]=1.CC1C=CC(S(O)(=O)=O)=CC=1, predict the reaction product. The product is: [NH2:38][C:39]1[N:44]=[C:43]([Cl:45])[C:42]2[CH2:46][C:47](=[O:49])[N:52]([CH2:53][C:54]3[C:59]([Cl:60])=[CH:58][C:57]([C:61]([F:63])([F:62])[F:64])=[CH:56][N:55]=3)[C:41]=2[N:40]=1.